From a dataset of Forward reaction prediction with 1.9M reactions from USPTO patents (1976-2016). Predict the product of the given reaction. (1) The product is: [Br:1][C:2]1[CH:7]=[C:6]([CH:8]2[CH2:12][CH2:11][CH2:10][CH2:9]2)[C:5]([O:13][CH3:14])=[CH:4][C:3]=1[NH2:15]. Given the reactants [Br:1][C:2]1[CH:7]=[C:6]([CH:8]2[CH2:12][CH2:11][CH2:10][CH2:9]2)[C:5]([O:13][CH3:14])=[CH:4][C:3]=1[N+:15]([O-])=O.O, predict the reaction product. (2) Given the reactants C([O-])(=O)C.[Na+].[NH:6]1[CH2:11][CH2:10][CH:9]([N:12]2[CH2:21][C:20]3[C:15](=[CH:16][CH:17]=[CH:18][CH:19]=3)[NH:14][C:13]2=[O:22])[CH2:8][CH2:7]1.[Br:23]Br, predict the reaction product. The product is: [BrH:23].[Br:23][C:18]1[CH:19]=[C:20]2[C:15](=[CH:16][CH:17]=1)[NH:14][C:13](=[O:22])[N:12]([CH:9]1[CH2:8][CH2:7][NH:6][CH2:11][CH2:10]1)[CH2:21]2. (3) Given the reactants [F:1][C:2]1[C:3](=[NH:21])[N:4]([CH3:20])[C:5](=[O:19])[N:6]([S:8]([C:11]2[CH:16]=[CH:15][C:14]([O:17][CH3:18])=[CH:13][CH:12]=2)(=[O:10])=[O:9])[CH:7]=1.N1C=CC=CC=1.Cl[C:29]([O:31][CH3:32])=[O:30], predict the reaction product. The product is: [CH3:32][O:31][C:29](=[O:30])[N:21]=[C:3]1[C:2]([F:1])=[CH:7][N:6]([S:8]([C:11]2[CH:12]=[CH:13][C:14]([O:17][CH3:18])=[CH:15][CH:16]=2)(=[O:10])=[O:9])[C:5](=[O:19])[N:4]1[CH3:20]. (4) Given the reactants [C:1]1([C:7]2[CH:8]=[C:9]([CH:12]=[O:13])[S:10][CH:11]=2)[CH2:6][CH2:5][CH2:4][CH2:3][CH:2]=1, predict the reaction product. The product is: [CH:1]1([C:7]2[CH:8]=[C:9]([CH:12]=[O:13])[S:10][CH:11]=2)[CH2:2][CH2:3][CH2:4][CH2:5][CH2:6]1. (5) Given the reactants CNC1C=CC([N+]([O-])=O)=CC=1.[H-].[Na+].CS(Cl)(=O)=O.[CH3:19][N:20]([C:25]1[CH:30]=[CH:29][C:28]([N+:31]([O-])=O)=[CH:27][CH:26]=1)[S:21]([CH3:24])(=[O:23])=[O:22].C([O-])=O.[NH4+], predict the reaction product. The product is: [NH2:31][C:28]1[CH:29]=[CH:30][C:25]([N:20]([CH3:19])[S:21]([CH3:24])(=[O:23])=[O:22])=[CH:26][CH:27]=1. (6) Given the reactants [N+:1]([C:4]1[CH:18]=[CH:17][CH:16]=[CH:15][C:5]=1[NH:6][C:7]1[S:8][C:9]([CH3:14])=[CH:10][C:11]=1[C:12]#[N:13])([O-])=O.[ClH:19], predict the reaction product. The product is: [ClH:19].[NH2:13][C:12]1[C:11]2[CH:10]=[C:9]([CH3:14])[S:8][C:7]=2[NH:6][C:5]2[CH:15]=[CH:16][CH:17]=[CH:18][C:4]=2[N:1]=1. (7) Given the reactants [C:1]([O:5][C:6]([N:8]1[CH2:13][CH2:12][CH:11]([O:14][C:15]2[C:24]3[C:19](=[CH:20][CH:21]=[C:22]([CH:25]=O)[CH:23]=3)[N:18]=[CH:17][CH:16]=2)[CH2:10][CH2:9]1)=[O:7])([CH3:4])([CH3:3])[CH3:2].[NH2:27][C:28]1[S:29][CH2:30][C:31](=[O:33])[N:32]=1.C([O-])(=O)C.[Na+], predict the reaction product. The product is: [C:1]([O:5][C:6]([N:8]1[CH2:13][CH2:12][CH:11]([O:14][C:15]2[C:24]3[C:19](=[CH:20][CH:21]=[C:22](/[CH:25]=[C:30]4/[C:31](=[O:33])[N:32]=[C:28]([NH2:27])[S:29]/4)[CH:23]=3)[N:18]=[CH:17][CH:16]=2)[CH2:10][CH2:9]1)=[O:7])([CH3:4])([CH3:3])[CH3:2]. (8) Given the reactants [Si](C=[N+]=[N-])(C)(C)[CH3:2].[F:8][C:9]([F:49])([F:48])[C:10]1[CH:11]=[C:12]([CH:41]=[C:42]([C:44]([F:47])([F:46])[F:45])[CH:43]=1)[CH2:13][N:14]([C:36]1[N:37]=[N:38][NH:39][N:40]=1)[C@@H:15]1[C:24]2[C:19](=[CH:20][CH:21]=[C:22]([C:25]([F:28])([F:27])[F:26])[CH:23]=2)[N:18]([C:29]([O:31][CH2:32][CH3:33])=[O:30])[C@H:17]([CH2:34][CH3:35])[CH2:16]1, predict the reaction product. The product is: [F:45][C:44]([F:47])([F:46])[C:42]1[CH:41]=[C:12]([CH:11]=[C:10]([C:9]([F:48])([F:8])[F:49])[CH:43]=1)[CH2:13][N:14]([C:36]1[N:37]=[N:38][N:39]([CH3:2])[N:40]=1)[C@@H:15]1[C:24]2[C:19](=[CH:20][CH:21]=[C:22]([C:25]([F:26])([F:27])[F:28])[CH:23]=2)[N:18]([C:29]([O:31][CH2:32][CH3:33])=[O:30])[C@H:17]([CH2:34][CH3:35])[CH2:16]1. (9) The product is: [F:18][C:19]1[CH:20]=[C:21]([CH:24]=[CH:25][CH:26]=1)[CH2:22][O:1][C:2]1[CH:3]=[C:4]2[C:8](=[CH:9][CH:10]=1)[C:7](=[O:11])[NH:6][CH2:5]2. Given the reactants [OH:1][C:2]1[CH:3]=[C:4]2[C:8](=[CH:9][CH:10]=1)[C:7](=[O:11])[NH:6][CH2:5]2.C(=O)([O-])[O-].[K+].[K+].[F:18][C:19]1[CH:20]=[C:21]([CH:24]=[CH:25][CH:26]=1)[CH2:22]Br, predict the reaction product. (10) Given the reactants F[C:2](F)(F)[C:3]1[CH:4]=[C:5]([NH:9][C:10](=[O:29])[NH:11][C:12]2[CH:17]=[CH:16][C:15]([C:18]3SC(CCC(OC)=O)=N[CH:19]=3)=[CH:14][CH:13]=2)[CH:6]=[CH:7][CH:8]=1.[N+](C1C=CC(C2C=[CH:44][N:43]([CH:46]3[CH2:51][CH2:50][CH:49]([C:52]([O:54][CH2:55][CH3:56])=[O:53])[CH2:48][CH2:47]3)[N:42]=2)=CC=1)([O-])=O.N(C1C=CC=C(C)C=1)=C=O, predict the reaction product. The product is: [C:3]1([CH3:2])[CH:8]=[CH:7][CH:6]=[C:5]([NH:9][C:10](=[O:29])[NH:11][C:12]2[CH:13]=[CH:14][C:15]([C:18]3[CH:19]=[CH:44][N:43]([CH:46]4[CH2:47][CH2:48][CH:49]([C:52]([O:54][CH2:55][CH3:56])=[O:53])[CH2:50][CH2:51]4)[N:42]=3)=[CH:16][CH:17]=2)[CH:4]=1.